Dataset: Full USPTO retrosynthesis dataset with 1.9M reactions from patents (1976-2016). Task: Predict the reactants needed to synthesize the given product. (1) Given the product [NH2:1][C:2]1[N:7]=[CH:6][C:5]([C:8]([N:10]=[S:11]([CH2:14][CH2:15][CH2:16][CH2:17][C:18]([O:20][CH3:21])=[O:19])([CH3:13])=[O:12])=[O:9])=[CH:4][C:3]=1[C:22]#[C:23][C:24]1[CH:29]=[CH:28][CH:27]=[C:26]([NH:30][C:35](=[O:36])[C:34]2[CH:38]=[CH:39][CH:40]=[C:32]([CH3:31])[CH:33]=2)[CH:25]=1, predict the reactants needed to synthesize it. The reactants are: [NH2:1][C:2]1[N:7]=[CH:6][C:5]([C:8]([N:10]=[S:11]([CH2:14][CH2:15][CH2:16][CH2:17][C:18]([O:20][CH3:21])=[O:19])([CH3:13])=[O:12])=[O:9])=[CH:4][C:3]=1[C:22]#[C:23][C:24]1[CH:29]=[CH:28][CH:27]=[C:26]([NH2:30])[CH:25]=1.[CH3:31][C:32]1[CH:33]=[C:34]([CH:38]=[CH:39][CH:40]=1)[C:35](O)=[O:36]. (2) Given the product [CH3:1][O:2][C:3]([C:5]1[C:6]2[CH:7]=[N:8][N:9]([CH:14]([CH3:16])[CH3:15])[C:10]=2[CH:11]=[CH:12][CH:13]=1)=[O:4], predict the reactants needed to synthesize it. The reactants are: [CH3:1][O:2][C:3]([C:5]1[C:6]2[CH:7]=[N:8][NH:9][C:10]=2[CH:11]=[CH:12][CH:13]=1)=[O:4].[CH:14](I)([CH3:16])[CH3:15]. (3) Given the product [C:42]([NH:1][CH2:2][C@@H:3]([NH:19][C:20](=[O:33])/[CH:21]=[CH:22]/[C:23]1[CH:28]=[C:27]([C:29]#[N:30])[CH:26]=[CH:25][C:24]=1[O:31][CH3:32])[CH2:4][N:5]1[CH2:10][CH2:9][CH:8]([O:11][C:12]2[CH:13]=[CH:14][C:15]([F:18])=[CH:16][CH:17]=2)[CH2:7][CH2:6]1)(=[O:44])[CH3:43], predict the reactants needed to synthesize it. The reactants are: [NH2:1][CH2:2][C@@H:3]([NH:19][C:20](=[O:33])[CH:21]=[CH:22][C:23]1[CH:28]=[C:27]([C:29]#[N:30])[CH:26]=[CH:25][C:24]=1[O:31][CH3:32])[CH2:4][N:5]1[CH2:10][CH2:9][CH:8]([O:11][C:12]2[CH:17]=[CH:16][C:15]([F:18])=[CH:14][CH:13]=2)[CH2:7][CH2:6]1.Cl.C(N(CC)CC)C.[C:42](Cl)(=[O:44])[CH3:43].